This data is from Catalyst prediction with 721,799 reactions and 888 catalyst types from USPTO. The task is: Predict which catalyst facilitates the given reaction. (1) Reactant: [F:1][C:2]([F:15])([F:14])[S:3]([N-:6][S:7]([C:10]([F:13])([F:12])[F:11])(=[O:9])=[O:8])(=[O:5])=[O:4].[Li+].[CH:17]1[C:29]2[CH2:28][C:27]3[C:22](=[CH:23][CH:24]=[CH:25][CH:26]=3)[C:21]=2[CH:20]=[CH:19][CH:18]=1.[NH+:30]1[CH:34]=[CH:33][NH:32][CH:31]=1. Product: [F:13][C:10]([F:11])([F:12])[S:7]([N-:6][S:3]([C:2]([F:1])([F:14])[F:15])(=[O:4])=[O:5])(=[O:8])=[O:9].[CH:17]1[C:29]2[CH2:28][C:27]3[C:22](=[CH:23][CH:24]=[CH:25][CH:26]=3)[C:21]=2[CH:20]=[CH:19][C:18]=1[N:30]1[CH:34]=[CH:33][NH+:32]([CH2:28][CH2:29][CH2:17][CH2:18][CH2:19][CH2:20][CH2:21][CH3:22])[CH2:31]1. The catalyst class is: 2. (2) Product: [CH3:13][N:12]1[C:8]([C:6]2[C:5]([F:15])=[CH:4][N:3]=[C:2]([NH2:17])[N:7]=2)=[CH:9][N:10]=[C:11]1[CH3:14]. The catalyst class is: 259. Reactant: Cl[C:2]1[N:7]=[C:6]([C:8]2[N:12]([CH3:13])[C:11]([CH3:14])=[N:10][CH:9]=2)[C:5]([F:15])=[CH:4][N:3]=1.[OH-].[NH4+:17]. (3) Reactant: C(NC(C)C)(C)C.C([Li])CCC.[CH3:13][C@H:14]1[CH2:19][CH2:18][C@H:17]([C:20]([NH:22][C:23]2[CH:27]=[CH:26][S:25][C:24]=2[C:28]([O:30][CH3:31])=[O:29])=[O:21])[CH2:16][CH2:15]1.[I:32]I.[Cl-].[NH4+]. Product: [I:32][C:26]1[S:25][C:24]([C:28]([O:30][CH3:31])=[O:29])=[C:23]([NH:22][C:20]([C@H:17]2[CH2:16][CH2:15][C@H:14]([CH3:13])[CH2:19][CH2:18]2)=[O:21])[CH:27]=1. The catalyst class is: 1. (4) Reactant: [CH3:1][Si]([N-][Si](C)(C)C)(C)C.[K+].[CH:11]([C@H:13]1[CH2:17][CH2:16][CH2:15][C@@H:14]1[NH:18][C:19](=[O:25])[O:20][C:21]([CH3:24])([CH3:23])[CH3:22])=O. Product: [CH:11]([C@H:13]1[CH2:17][CH2:16][CH2:15][C@@H:14]1[NH:18][C:19](=[O:25])[O:20][C:21]([CH3:24])([CH3:23])[CH3:22])=[CH2:1]. The catalyst class is: 307. (5) Reactant: [CH3:1][O:2][C:3]1[C:8]([CH3:9])=[CH:7][N:6]=[C:5]([CH2:10][OH:11])[C:4]=1[CH3:12]. Product: [CH3:1][O:2][C:3]1[C:8]([CH3:9])=[CH:7][N:6]=[C:5]([CH:10]=[O:11])[C:4]=1[CH3:12]. The catalyst class is: 428.